From a dataset of Forward reaction prediction with 1.9M reactions from USPTO patents (1976-2016). Predict the product of the given reaction. (1) Given the reactants [F:1][C:2]([F:23])([C:16]1([OH:22])[CH2:21][CH2:20][O:19][CH2:18][CH2:17]1)[C:3]([C:5]1[CH:10]=[C:9]([Si](C)(C)C)[CH:8]=[CH:7][C:6]=1[F:15])=[O:4].CO.[K+].[Br-:27].ClN1C(=O)CCC1=O, predict the reaction product. The product is: [Br:27][C:9]1[CH:8]=[CH:7][C:6]([F:15])=[C:5]([C:3](=[O:4])[C:2]([F:23])([F:1])[C:16]2([OH:22])[CH2:21][CH2:20][O:19][CH2:18][CH2:17]2)[CH:10]=1. (2) Given the reactants Cl.O1CCOCC1.C(O[C:13](=O)[N:14]([CH2:16][CH2:17][O:18][C:19]1[CH:24]=[C:23]([F:25])[CH:22]=[CH:21][C:20]=1[C:26]([N:28]1[CH2:42][C:31]2=[C:32]3[N:37]([N:38]=[C:30]2[CH2:29]1)[C:36]([CH3:39])=[C:35]([Cl:40])[C:34]([CH3:41])=[N:33]3)=[O:27])C)(C)(C)C, predict the reaction product. The product is: [ClH:40].[Cl:40][C:35]1[C:34]([CH3:41])=[N:33][C:32]2[N:37]([N:38]=[C:30]3[CH2:29][N:28]([C:26]([C:20]4[CH:21]=[CH:22][C:23]([F:25])=[CH:24][C:19]=4[O:18][CH2:17][CH2:16][NH:14][CH3:13])=[O:27])[CH2:42][C:31]3=2)[C:36]=1[CH3:39]. (3) Given the reactants [C:1]([OH:6])(=[O:5])[C:2]([CH3:4])=[CH2:3].[CH2:7]=[CH:8][C:9]1C=CC=CC=1.[C:15]([O:20]CC(C)C)(=[O:19])[C:16]([CH3:18])=[CH2:17].[C:25](OCCO)(=O)[C:26](C)=[CH2:27].C1(=O)OCCCCC1, predict the reaction product. The product is: [C:1]([O:6][O:20][C:15](=[O:19])[C:16]1[CH:17]=[CH:27][CH:26]=[CH:25][CH:18]=1)(=[O:5])[C:2]1[CH:4]=[CH:9][CH:8]=[CH:7][CH:3]=1. (4) Given the reactants [O:1]1[C:5]2=[CH:6][N:7]=[C:8]([C:10]([OH:12])=O)[CH:9]=[C:4]2[CH:3]=[CH:2]1.CN(C(ON1N=NC2C1=CC=CC=2)=[N+](C)C)C.F[P-](F)(F)(F)(F)F.C(N(C(C)C)CC)(C)C.Cl.[N:47]12[CH2:54][CH2:53][CH:50]([CH2:51][CH2:52]1)[C@@H:49]([NH2:55])[CH2:48]2, predict the reaction product. The product is: [N:47]12[CH2:54][CH2:53][CH:50]([CH2:51][CH2:52]1)[C@@H:49]([NH:55][C:10]([C:8]1[CH:9]=[C:4]3[CH:3]=[CH:2][O:1][C:5]3=[CH:6][N:7]=1)=[O:12])[CH2:48]2. (5) Given the reactants [ClH:1].[CH3:2][O:3][C:4]1[CH:5]=[C:6](/[C:12](=[CH:15]/[C:16]2[S:17][C:18]([N:21]3[CH2:26][CH2:25][CH2:24][CH2:23][CH2:22]3)=[CH:19][CH:20]=2)/[C:13]#[N:14])[CH:7]=[CH:8][C:9]=1[O:10][CH3:11], predict the reaction product. The product is: [ClH:1].[CH3:2][O:3][C:4]1[CH:5]=[C:6](/[C:12](=[CH:15]/[C:16]2[S:17][C:18]([N:21]3[CH2:26][CH2:25][CH2:24][CH2:23][CH2:22]3)=[CH:19][CH:20]=2)/[C:13]#[N:14])[CH:7]=[CH:8][C:9]=1[O:10][CH3:11]. (6) The product is: [Cl:1][C:2]1[CH:27]=[CH:26][CH:25]=[CH:24][C:3]=1[C:4]([NH:6][C:7](=[O:23])[NH:8][C:9]1[S:10][C:11]2[CH:17]=[C:16]([S:18]([CH2:21][CH2:22][OH:31])(=[O:20])=[O:19])[CH:15]=[CH:14][C:12]=2[N:13]=1)=[O:5]. Given the reactants [Cl:1][C:2]1[CH:27]=[CH:26][CH:25]=[CH:24][C:3]=1[C:4]([NH:6][C:7](=[O:23])[NH:8][C:9]1[S:10][C:11]2[CH:17]=[C:16]([S:18]([CH:21]=[CH2:22])(=[O:20])=[O:19])[CH:15]=[CH:14][C:12]=2[N:13]=1)=[O:5].C1C[O:31]CC1, predict the reaction product. (7) Given the reactants [N+:1]([C:4]1[CH:5]=[C:6]2[C:11](=[CH:12][CH:13]=1)[NH:10][C:9](=O)[NH:8][C:7]2=O)([O-:3])=[O:2].P(Cl)(Cl)(Cl)=O.[CH2:21]([NH2:23])[CH3:22].[CH2:24]([NH2:27])[CH:25]=[CH2:26], predict the reaction product. The product is: [CH2:24]([NH:27][C:9]1[N:8]=[C:7]([NH:23][CH2:21][CH3:22])[C:6]2[C:11](=[CH:12][CH:13]=[C:4]([N+:1]([O-:3])=[O:2])[CH:5]=2)[N:10]=1)[CH:25]=[CH2:26]. (8) Given the reactants [Cl:1][C:2]1[CH:7]=[CH:6][C:5]([C:8]2([NH:11][C:12]3[N:17]=[C:16]([O:18][CH2:19][C:20]([F:23])([F:22])[F:21])[N:15]=[C:14]([NH:24][C:25]4[CH:37]=[CH:36][C:28]([C:29]([O:31]C(C)(C)C)=[O:30])=[CH:27][CH:26]=4)[N:13]=3)[CH2:10][CH2:9]2)=[CH:4][CH:3]=1.Cl, predict the reaction product. The product is: [Cl:1][C:2]1[CH:3]=[CH:4][C:5]([C:8]2([NH:11][C:12]3[N:17]=[C:16]([O:18][CH2:19][C:20]([F:23])([F:21])[F:22])[N:15]=[C:14]([NH:24][C:25]4[CH:26]=[CH:27][C:28]([C:29]([OH:31])=[O:30])=[CH:36][CH:37]=4)[N:13]=3)[CH2:10][CH2:9]2)=[CH:6][CH:7]=1. (9) The product is: [Br:12][C:13]1[O:17][N:16]=[C:15]([C:18]([NH:22][C:23]2[C:24](=[O:36])[N:25]([CH:30]3[CH2:31][CH2:32][CH2:33][CH2:34][CH2:35]3)[N:26]([CH3:29])[C:27]=2[CH3:28])=[O:20])[C:14]=1[CH3:21]. Given the reactants CN(C=O)C.C(Cl)(=O)C(Cl)=O.[Br:12][C:13]1[O:17][N:16]=[C:15]([C:18]([OH:20])=O)[C:14]=1[CH3:21].[NH2:22][C:23]1[C:24](=[O:36])[N:25]([CH:30]2[CH2:35][CH2:34][CH2:33][CH2:32][CH2:31]2)[N:26]([CH3:29])[C:27]=1[CH3:28].C(N(CC)CC)C, predict the reaction product. (10) Given the reactants [CH2:1]([O:8][C:9](=[O:24])[NH:10][C:11]1[CH:16]=[CH:15][C:14]([CH2:17][CH2:18]O)=[C:13]([C:20]([F:23])([F:22])[F:21])[CH:12]=1)[C:2]1[CH:7]=[CH:6][CH:5]=[CH:4][CH:3]=1.CCN(S(F)(F)[F:31])CC, predict the reaction product. The product is: [CH2:1]([O:8][C:9](=[O:24])[NH:10][C:11]1[CH:16]=[CH:15][C:14]([CH2:17][CH2:18][F:31])=[C:13]([C:20]([F:23])([F:22])[F:21])[CH:12]=1)[C:2]1[CH:7]=[CH:6][CH:5]=[CH:4][CH:3]=1.